This data is from Reaction yield outcomes from USPTO patents with 853,638 reactions. The task is: Predict the reaction yield, written as a fraction of the theoretical maximum amount of product (1.0 means a 100% yield; for example, 0.34 means a 34% yield). (1) The reactants are [Cl:1][C:2]1[CH:3]=[C:4]2[C:10]([C:11]3[N:16]=[C:15]([NH:17][C@H:18]4[CH2:22][CH2:21][N:20]([S:23]([CH3:26])(=[O:25])=[O:24])[CH2:19]4)[C:14]([F:27])=[CH:13][N:12]=3)=[CH:9][NH:8][C:5]2=[N:6][CH:7]=1.[CH:28]1(S(Cl)(=O)=O)C[CH2:29]1. No catalyst specified. The product is [Cl:1][C:2]1[CH:3]=[C:4]2[C:10]([C:11]3[N:16]=[C:15]([NH:17][C@H:18]4[CH2:22][CH2:21][N:20]([S:23]([CH:26]5[CH2:29][CH2:28]5)(=[O:24])=[O:25])[CH2:19]4)[C:14]([F:27])=[CH:13][N:12]=3)=[CH:9][NH:8][C:5]2=[N:6][CH:7]=1. The yield is 0.370. (2) The reactants are [CH2:1]([N:8]([CH3:15])[CH:9]1[CH2:14][CH2:13][NH:12][CH2:11][CH2:10]1)[C:2]1[CH:7]=[CH:6][CH:5]=[CH:4][CH:3]=1.Br[C:17]1[CH:18]=[CH:19][C:20]([O:23][CH3:24])=[N:21][CH:22]=1.C(O[Na])(C)(C)C.CC1(C)C2C(=C(P(C3C=CC=CC=3)C3C=CC=CC=3)C=CC=2)OC2C(P(C3C=CC=CC=3)C3C=CC=CC=3)=CC=CC1=2. The catalyst is C1(C)C=CC=CC=1.C1C=CC(/C=C/C(/C=C/C2C=CC=CC=2)=O)=CC=1.C1C=CC(/C=C/C(/C=C/C2C=CC=CC=2)=O)=CC=1.C1C=CC(/C=C/C(/C=C/C2C=CC=CC=2)=O)=CC=1.[Pd].[Pd]. The product is [CH2:1]([N:8]([CH3:15])[CH:9]1[CH2:14][CH2:13][N:12]([C:17]2[CH:22]=[N:21][C:20]([O:23][CH3:24])=[CH:19][CH:18]=2)[CH2:11][CH2:10]1)[C:2]1[CH:3]=[CH:4][CH:5]=[CH:6][CH:7]=1. The yield is 0.360. (3) The reactants are [CH2:1]([C:4]1[N:8]([CH2:9][C:10]2[CH:11]=[N:12][C:13]([C:16]3[CH:21]=[CH:20][CH:19]=[CH:18][C:17]=3[C:22]3[NH:26][N:25]=[N:24][N:23]=3)=[CH:14][CH:15]=2)[N:7]=[C:6]([C:27](O)=[O:28])[CH:5]=1)[CH2:2][CH3:3].CN(C(ON1N=NC2C=CC=NC1=2)=[N+](C)C)C.F[P-](F)(F)(F)(F)F.CCN(C(C)C)C(C)C.CN(C=O)C.[NH2:68][C@H:69]([CH2:74][C:75]1[CH:80]=[CH:79][CH:78]=[CH:77][C:76]=1[F:81])[CH2:70][C:71]([OH:73])=[O:72].Cl. No catalyst specified. The product is [F:81][C:76]1[CH:77]=[CH:78][CH:79]=[CH:80][C:75]=1[CH2:74][C@@H:69]([NH:68][C:27]([C:6]1[CH:5]=[C:4]([CH2:1][CH2:2][CH3:3])[N:8]([CH2:9][C:10]2[CH:11]=[N:12][C:13]([C:16]3[CH:21]=[CH:20][CH:19]=[CH:18][C:17]=3[C:22]3[NH:26][N:25]=[N:24][N:23]=3)=[CH:14][CH:15]=2)[N:7]=1)=[O:28])[CH2:70][C:71]([OH:73])=[O:72]. The yield is 1.00.